From a dataset of Reaction yield outcomes from USPTO patents with 853,638 reactions. Predict the reaction yield, written as a fraction of the theoretical maximum amount of product (1.0 means a 100% yield; for example, 0.34 means a 34% yield). (1) The reactants are [CH2:1]([O:3][C:4]([C:6]1[C:7]2[CH2:23][O:22][C:21]3[CH:20]=[C:19]([O:24][CH3:25])[C:18]([CH:26]=[C:27]([CH3:29])[CH3:28])=[CH:17][C:16]=3[C:8]=2[N:9]([C:11]2[S:12][CH:13]=[CH:14][CH:15]=2)[N:10]=1)=[O:5])[CH3:2]. The catalyst is CO.C(OCC)(=O)C.[Pd]. The product is [CH2:1]([O:3][C:4]([C:6]1[C:7]2[CH2:23][O:22][C:21]3[CH:20]=[C:19]([O:24][CH3:25])[C:18]([CH2:26][CH:27]([CH3:28])[CH3:29])=[CH:17][C:16]=3[C:8]=2[N:9]([C:11]2[S:12][CH:13]=[CH:14][CH:15]=2)[N:10]=1)=[O:5])[CH3:2]. The yield is 0.900. (2) The reactants are [NH2:1][C:2]1[CH:3]=[C:4]([OH:9])[CH:5]=[CH:6][C:7]=1[F:8].CC(C)([O-])C.[K+].Cl[C:17]1[CH:22]=[CH:21][N:20]=[C:19]([S:23][CH3:24])[N:18]=1. The catalyst is CC(N(C)C)=O.O. The product is [F:8][C:7]1[CH:6]=[CH:5][C:4]([O:9][C:17]2[CH:22]=[CH:21][N:20]=[C:19]([S:23][CH3:24])[N:18]=2)=[CH:3][C:2]=1[NH2:1]. The yield is 0.850. (3) The reactants are [F:1][C:2]1[CH:25]=[CH:24][CH:23]=[C:22]([F:26])[C:3]=1[C:4]([NH:6][C:7]1[CH:8]=[C:9]2[C:14](=[CH:15][CH:16]=1)[C:13](=[C:17]([CH3:21])[C:18]([OH:20])=[O:19])[CH2:12][CH2:11][CH2:10]2)=[O:5].[CH3:27][Si](C)(C)C=[N+]=[N-]. The catalyst is C(OCC)C. The product is [CH3:27][O:19][C:18](=[O:20])[C:17](=[C:13]1[C:14]2[C:9](=[CH:8][C:7]([NH:6][C:4](=[O:5])[C:3]3[C:2]([F:1])=[CH:25][CH:24]=[CH:23][C:22]=3[F:26])=[CH:16][CH:15]=2)[CH2:10][CH2:11][CH2:12]1)[CH3:21]. The yield is 0.750. (4) The reactants are Cl[CH2:2][C:3]1([CH3:9])[CH2:7][O:6][C:5](=[O:8])[NH:4]1.[Br-:10].[Na+]. The catalyst is CN(C=O)C. The product is [Br:10][CH2:2][C:3]1([CH3:9])[CH2:7][O:6][C:5](=[O:8])[NH:4]1. The yield is 0.660. (5) The reactants are [NH2:1][C:2]1[N:3]=[CH:4][C:5]([C:15]2[CH:20]=[CH:19][C:18]([OH:21])=[CH:17][CH:16]=2)=[N:6][C:7]=1[CH2:8][C:9]1[CH:14]=[CH:13][CH:12]=[CH:11][CH:10]=1.O=[C:23]([CH2:27][CH2:28][CH3:29])[C:24]([OH:26])=[O:25]. The catalyst is C(O)C.[Pd]. The product is [CH2:8]([C:7]1[C:2]([NH:1][CH:23]([CH2:27][CH2:28][CH3:29])[C:24]([OH:26])=[O:25])=[N:3][CH:4]=[C:5]([C:15]2[CH:16]=[CH:17][C:18]([OH:21])=[CH:19][CH:20]=2)[N:6]=1)[C:9]1[CH:10]=[CH:11][CH:12]=[CH:13][CH:14]=1. The yield is 0.520. (6) The product is [Br-:33].[OH:9][C:8]([C:16]1[CH:21]=[CH:20][CH:19]=[CH:18][CH:17]=1)([C:10]1[CH:15]=[CH:14][CH:13]=[CH:12][CH:11]=1)[C:4]12[CH2:7][N+:1]([CH2:32][CH2:31][CH2:30][CH2:29][O:28][C:22]3[CH:27]=[CH:26][CH:25]=[CH:24][CH:23]=3)([CH2:6][CH2:5]1)[CH2:2][CH2:3]2. The reactants are [N:1]12[CH2:7][C:4]([C:8]([C:16]3[CH:21]=[CH:20][CH:19]=[CH:18][CH:17]=3)([C:10]3[CH:15]=[CH:14][CH:13]=[CH:12][CH:11]=3)[OH:9])([CH2:5][CH2:6]1)[CH2:3][CH2:2]2.[C:22]1([O:28][CH2:29][CH2:30][CH2:31][CH2:32][Br:33])[CH:27]=[CH:26][CH:25]=[CH:24][CH:23]=1. The catalyst is CC#N. The yield is 0.670. (7) The reactants are C(OC([N:11]1[CH2:15][C@H:14]([O:16][CH3:17])[C@H:13]([O:18][CH3:19])[CH2:12]1)=O)C1C=CC=CC=1. The catalyst is CO.[Pd]. The product is [CH3:19][O:18][C@H:13]1[C@@H:14]([O:16][CH3:17])[CH2:15][NH:11][CH2:12]1. The yield is 0.990. (8) The reactants are CC(C)([O-])C.[K+].[CH3:7][N:8]1[C:12]([NH2:13])=[CH:11][CH:10]=[N:9]1.F[C:15]1[CH:20]=[C:19]([F:21])[CH:18]=[CH:17][C:16]=1[N+:22]([O-:24])=[O:23].[Cl-].[NH4+]. The catalyst is C1COCC1. The product is [F:21][C:19]1[CH:18]=[CH:17][C:16]([N+:22]([O-:24])=[O:23])=[C:15]([NH:13][C:12]2[N:8]([CH3:7])[N:9]=[CH:10][CH:11]=2)[CH:20]=1. The yield is 0.800. (9) The reactants are CO.C([O:10][C:11]1[C:12]([CH3:26])=[C:13]([CH3:25])[C:14]([NH:18][C:19](=[O:24])[C:20]([CH3:23])([CH3:22])[CH3:21])=[N:15][C:16]=1[CH3:17])C1C=CC=CC=1. The catalyst is [Pd]. The product is [OH:10][C:11]1[C:12]([CH3:26])=[C:13]([CH3:25])[C:14]([NH:18][C:19](=[O:24])[C:20]([CH3:21])([CH3:22])[CH3:23])=[N:15][C:16]=1[CH3:17]. The yield is 0.690.